Dataset: Reaction yield outcomes from USPTO patents with 853,638 reactions. Task: Predict the reaction yield, written as a fraction of the theoretical maximum amount of product (1.0 means a 100% yield; for example, 0.34 means a 34% yield). (1) The reactants are [C:1]1([C:7]([C:18]2[CH:23]=[CH:22][CH:21]=[CH:20][CH:19]=2)([C:12]2[CH:17]=[CH:16][CH:15]=[CH:14][CH:13]=2)[S:8][CH2:9][CH2:10][NH2:11])[CH:6]=[CH:5][CH:4]=[CH:3][CH:2]=1.CCN(CC)CC.[Br:31][CH2:32][C:33](Br)=[O:34]. The catalyst is C(Cl)Cl. The product is [Br:31][CH2:32][C:33]([NH:11][CH2:10][CH2:9][S:8][C:7]([C:18]1[CH:23]=[CH:22][CH:21]=[CH:20][CH:19]=1)([C:12]1[CH:13]=[CH:14][CH:15]=[CH:16][CH:17]=1)[C:1]1[CH:2]=[CH:3][CH:4]=[CH:5][CH:6]=1)=[O:34]. The yield is 0.830. (2) The reactants are [ClH:1].Cl.[CH3:3][C@H:4]1[C:12]2[C:11]([N:13]3[CH2:18][CH2:17][NH:16][CH2:15][CH2:14]3)=[N:10][CH:9]=[N:8][C:7]=2[C@H:6]([OH:19])[CH2:5]1.[Cl:20][C:21]1[CH:26]=[CH:25][C:24]([CH:27]([CH2:31][NH:32][CH2:33][C:34]([F:37])([F:36])[F:35])[C:28]([O-])=[O:29])=[CH:23][CH:22]=1.[K+].CCN(C(C)C)C(C)C.CN(C(ON1N=NC2C=CC=CC1=2)=[N+](C)C)C.F[P-](F)(F)(F)(F)F.Cl. The catalyst is CN(C=O)C.CCOCC. The product is [ClH:20].[ClH:1].[Cl:20][C:21]1[CH:22]=[CH:23][C:24]([CH:27]([CH2:31][NH:32][CH2:33][C:34]([F:35])([F:36])[F:37])[C:28]([N:16]2[CH2:15][CH2:14][N:13]([C:11]3[C:12]4[C@H:4]([CH3:3])[CH2:5][C@@H:6]([OH:19])[C:7]=4[N:8]=[CH:9][N:10]=3)[CH2:18][CH2:17]2)=[O:29])=[CH:25][CH:26]=1. The yield is 0.990. (3) The reactants are [CH2:1]1[CH:5]2[CH2:6][NH:7][CH2:8][CH:4]2[CH2:3][N:2]1[C:9]([O:11][C:12]([CH3:15])([CH3:14])[CH3:13])=[O:10].[F:16][C:17]1[CH:24]=[C:23]([N:25]2[CH2:30][CH2:29][O:28][CH2:27][CH2:26]2)[CH:22]=[CH:21][C:18]=1[CH:19]=O.C(O[BH-](OC(=O)C)OC(=O)C)(=O)C.[Na+]. The catalyst is ClCCl. The product is [F:16][C:17]1[CH:24]=[C:23]([N:25]2[CH2:26][CH2:27][O:28][CH2:29][CH2:30]2)[CH:22]=[CH:21][C:18]=1[CH2:19][N:7]1[CH2:6][CH:5]2[CH2:1][N:2]([C:9]([O:11][C:12]([CH3:15])([CH3:14])[CH3:13])=[O:10])[CH2:3][CH:4]2[CH2:8]1. The yield is 0.960. (4) The reactants are [Si]([O:8][CH:9]([CH2:19][O:20][C:21]1[CH:26]=[CH:25][CH:24]=[C:23]([C:27]2[CH:28]=[C:29]([C:39](=[O:51])[NH:40][CH2:41][C:42]3[C:43](=[O:50])[NH:44][C:45]([CH3:49])=[CH:46][C:47]=3[CH3:48])[C:30]3[C:31](=[N:33][N:34]([CH:36]([CH3:38])[CH3:37])[CH:35]=3)[N:32]=2)[CH:22]=1)[CH2:10][NH:11]C(=O)OC(C)(C)C)(C(C)(C)C)(C)C.Cl. The catalyst is CO. The product is [NH2:11][CH2:10][CH:9]([OH:8])[CH2:19][O:20][C:21]1[CH:22]=[C:23]([C:27]2[CH:28]=[C:29]([C:39]([NH:40][CH2:41][C:42]3[C:43](=[O:50])[NH:44][C:45]([CH3:49])=[CH:46][C:47]=3[CH3:48])=[O:51])[C:30]3[C:31](=[N:33][N:34]([CH:36]([CH3:37])[CH3:38])[CH:35]=3)[N:32]=2)[CH:24]=[CH:25][CH:26]=1. The yield is 0.110. (5) The reactants are Cl.[NH2:2][C@@H:3]([CH2:24][CH:25]1[CH2:30][CH2:29][CH2:28][CH2:27][CH2:26]1)[C:4]([NH:6][C@H:7]1[CH2:13][CH2:12][CH2:11][N:10]([S:14]([C:17]2[CH:22]=[CH:21][CH:20]=[CH:19][N:18]=2)(=[O:16])=[O:15])[CH2:9][C@@H:8]1[OH:23])=[O:5].[F:31][C:32]([F:42])([F:41])[C:33]1[O:37][C:36]([C:38](O)=[O:39])=[CH:35][CH:34]=1.CC(OI1(OC(C)=O)(OC(C)=O)OC(=O)C2C=CC=CC1=2)=O. No catalyst specified. The product is [CH:25]1([CH2:24][C@H:3]([NH:2][C:38]([C:36]2[O:37][C:33]([C:32]([F:42])([F:31])[F:41])=[CH:34][CH:35]=2)=[O:39])[C:4](=[O:5])[NH:6][C@H:7]2[CH2:13][CH2:12][CH2:11][N:10]([S:14]([C:17]3[CH:22]=[CH:21][CH:20]=[CH:19][N:18]=3)(=[O:15])=[O:16])[CH2:9][C:8]2=[O:23])[CH2:30][CH2:29][CH2:28][CH2:27][CH2:26]1. The yield is 0.0600. (6) The reactants are Cl[C:2]1[C:3]([C:21]([CH:23]2[CH2:27][CH2:26][C@@H:25]([N:28]([CH2:36][C:37]3[CH:42]=[CH:41][CH:40]=[CH:39][CH:38]=3)[CH2:29][C:30]3[CH:35]=[CH:34][CH:33]=[CH:32][CH:31]=3)[CH2:24]2)=O)=[C:4]2[CH:10]=[CH:9][N:8]([Si](C(C)C)(C(C)C)C(C)C)[C:5]2=[N:6][CH:7]=1.[NH2:43][NH2:44].CC(O)=O.CC(C)([O-])C.[Na+]. The catalyst is CCO.CN1C(=O)CCC1.C([O-])(=O)C.[Pd+2].C([O-])(=O)C.C1(P(C(C)(C)C)F)CCCCC1. The product is [CH2:36]([N:28]([CH2:29][C:30]1[CH:35]=[CH:34][CH:33]=[CH:32][CH:31]=1)[CH:25]1[CH2:26][CH2:27][C@@H:23]([C:21]2[C:3]3=[C:4]4[CH:10]=[CH:9][NH:8][C:5]4=[N:6][CH:7]=[C:2]3[NH:44][N:43]=2)[CH2:24]1)[C:37]1[CH:42]=[CH:41][CH:40]=[CH:39][CH:38]=1. The yield is 1.00. (7) The reactants are C([O:3][C:4](=[O:30])[CH2:5][C:6]1([NH:15][C:16](=[O:29])[C:17]2[CH:22]=[CH:21][CH:20]=[C:19]([CH3:23])[C:18]=2[O:24][CH:25]2[CH2:28][CH2:27][CH2:26]2)[CH2:14][C:13]2[C:8](=[CH:9][CH:10]=[CH:11][CH:12]=2)[CH2:7]1)C.O.[OH-].[Na+]. The catalyst is CCO. The product is [CH:25]1([O:24][C:18]2[C:19]([CH3:23])=[CH:20][CH:21]=[CH:22][C:17]=2[C:16]([NH:15][C:6]2([CH2:5][C:4]([OH:30])=[O:3])[CH2:7][C:8]3[C:13](=[CH:12][CH:11]=[CH:10][CH:9]=3)[CH2:14]2)=[O:29])[CH2:28][CH2:27][CH2:26]1. The yield is 0.920.